This data is from Forward reaction prediction with 1.9M reactions from USPTO patents (1976-2016). The task is: Predict the product of the given reaction. (1) Given the reactants [CH2:1]([O:8][C:9]([NH:11][C:12]([C:19]([O:21][CH2:22][CH3:23])=[O:20])([C:17]#[N:18])[CH2:13][C:14]([O-])=[O:15])=[O:10])[C:2]1[CH:7]=[CH:6][CH:5]=[CH:4][CH:3]=1.C(N)(=[O:26])C, predict the reaction product. The product is: [CH2:1]([O:8][C:9]([NH:11][C:12]1([C:19]([O:21][CH2:22][CH3:23])=[O:20])[CH2:13][C:14](=[O:15])[NH:18][C:17]1=[O:26])=[O:10])[C:2]1[CH:7]=[CH:6][CH:5]=[CH:4][CH:3]=1. (2) Given the reactants [CH:1]1[C:11]2[CH2:10][C:9]3([CH2:15][CH2:14][CH:13]([N:16]4[CH2:21][CH:20]=[C:19]([C:22]([O:24]C)=[O:23])[CH2:18][CH2:17]4)[CH2:12]3)[C:8]3[CH:26]=[CH:27][CH:28]=[CH:29][C:7]=3[CH2:6][C:5]=2[CH:4]=[CH:3][CH:2]=1.O.[OH-].[Li+], predict the reaction product. The product is: [CH:1]1[C:11]2[CH2:10][C:9]3([CH2:15][CH2:14][CH:13]([N:16]4[CH2:17][CH:18]=[C:19]([C:22]([OH:24])=[O:23])[CH2:20][CH2:21]4)[CH2:12]3)[C:8]3[CH:26]=[CH:27][CH:28]=[CH:29][C:7]=3[CH2:6][C:5]=2[CH:4]=[CH:3][CH:2]=1. (3) Given the reactants C([O:8][N:9]([CH2:12][C:13]1[CH:18]=[C:17]([Cl:19])[C:16]([O:20][CH2:21][CH2:22][CH2:23][CH3:24])=[C:15]([Cl:25])[CH:14]=1)[CH:10]=[O:11])C1C=CC=CC=1, predict the reaction product. The product is: [CH2:21]([O:20][C:16]1[C:15]([Cl:25])=[CH:14][C:13]([CH2:12][N:9]([OH:8])[CH:10]=[O:11])=[CH:18][C:17]=1[Cl:19])[CH2:22][CH2:23][CH3:24]. (4) Given the reactants Br[C:2]1[C:7]([CH3:8])=[CH:6][C:5]([N+:9]([O-:11])=[O:10])=[CH:4][C:3]=1[CH3:12].[F:13][C:14]([F:25])([F:24])[C:15]1[CH:20]=[CH:19][C:18](B(O)O)=[CH:17][CH:16]=1.[F-].[K+], predict the reaction product. The product is: [CH3:12][C:3]1[CH:4]=[C:5]([N+:9]([O-:11])=[O:10])[CH:6]=[C:7]([CH3:8])[C:2]=1[C:18]1[CH:19]=[CH:20][C:15]([C:14]([F:25])([F:24])[F:13])=[CH:16][CH:17]=1.